Dataset: Catalyst prediction with 721,799 reactions and 888 catalyst types from USPTO. Task: Predict which catalyst facilitates the given reaction. (1) Reactant: [Br:1][C:2]1[CH:3]=[C:4]2[C:10]([C@@H:11]([C:13]3[C:18]([O:19]C(OC(C)(C)C)=O)=[CH:17][CH:16]=[C:15]([F:27])[C:14]=3[Cl:28])[CH3:12])=[CH:9][N:8]([C:29]([O:31][C:32]([CH3:35])([CH3:34])[CH3:33])=[O:30])[C:5]2=[N:6][CH:7]=1.N1CCCCC1. Product: [Br:1][C:2]1[CH:3]=[C:4]2[C:10]([C@@H:11]([C:13]3[C:18]([OH:19])=[CH:17][CH:16]=[C:15]([F:27])[C:14]=3[Cl:28])[CH3:12])=[CH:9][N:8]([C:29]([O:31][C:32]([CH3:33])([CH3:35])[CH3:34])=[O:30])[C:5]2=[N:6][CH:7]=1. The catalyst class is: 2. (2) Reactant: [Cl:1][C:2]1[N:3]=[C:4](Cl)[C:5]2[CH:10]=[CH:9][NH:8][C:6]=2[N:7]=1.[NH2:12][C:13]1[CH:18]=[CH:17][C:16]([CH2:19][C:20]#[N:21])=[CH:15][CH:14]=1. Product: [Cl:1][C:2]1[N:3]=[C:4]([NH:12][C:13]2[CH:18]=[CH:17][C:16]([CH2:19][C:20]#[N:21])=[CH:15][CH:14]=2)[C:5]2[CH:10]=[CH:9][NH:8][C:6]=2[N:7]=1. The catalyst class is: 51. (3) Product: [Si:10]([O:43][C@@H:41]([CH3:42])[C@@H:24]([NH:23][C:17]1[CH:18]=[CH:19][C:20]([C:21]#[N:22])=[C:15]([Cl:14])[CH:16]=1)[C:25]([NH:27][NH:28][C:29](=[O:40])[C:30]1[CH:35]=[CH:34][C:33]([S:36]([CH3:39])(=[O:38])=[O:37])=[CH:32][CH:31]=1)=[O:26])([C:7]([CH3:9])([CH3:8])[CH3:6])([CH3:12])[CH3:11]. The catalyst class is: 3. Reactant: N1C=CN=C1.[CH3:6][C:7]([Si:10](Cl)([CH3:12])[CH3:11])([CH3:9])[CH3:8].[Cl:14][C:15]1[CH:16]=[C:17]([NH:23][C@H:24]([C@@H:41]([OH:43])[CH3:42])[C:25]([NH:27][NH:28][C:29](=[O:40])[C:30]2[CH:35]=[CH:34][C:33]([S:36]([CH3:39])(=[O:38])=[O:37])=[CH:32][CH:31]=2)=[O:26])[CH:18]=[CH:19][C:20]=1[C:21]#[N:22].O. (4) Reactant: [F:1][C:2]([F:21])([C:7]1[O:8][C:9]2[C:10](=[C:12]([C:16]([O:18]CC)=[O:17])[CH:13]=[CH:14][CH:15]=2)[N:11]=1)[C:3]([F:6])([F:5])[F:4].O1CCCC1.[OH-].[Na+].Cl. Product: [F:21][C:2]([F:1])([C:7]1[O:8][C:9]2[C:10](=[C:12]([C:16]([OH:18])=[O:17])[CH:13]=[CH:14][CH:15]=2)[N:11]=1)[C:3]([F:6])([F:5])[F:4]. The catalyst class is: 6. (5) Reactant: [OH:1][CH2:2][CH2:3][N:4]1[CH2:9][CH2:8][N:7]([C:10]([O:12][C:13]([CH3:16])([CH3:15])[CH3:14])=[O:11])[CH2:6][CH2:5]1.[CH3:17][S:18](Cl)(=[O:20])=[O:19]. Product: [CH3:17][S:18]([O:1][CH2:2][CH2:3][N:4]1[CH2:9][CH2:8][N:7]([C:10]([O:12][C:13]([CH3:16])([CH3:15])[CH3:14])=[O:11])[CH2:6][CH2:5]1)(=[O:20])=[O:19]. The catalyst class is: 91.